This data is from Full USPTO retrosynthesis dataset with 1.9M reactions from patents (1976-2016). The task is: Predict the reactants needed to synthesize the given product. Given the product [Cl:37][C:32]1[CH:33]=[CH:34][CH:35]=[CH:36][C:31]=1[CH:14]([C:9]1[CH:10]=[CH:11][CH:12]=[CH:13][C:8]=1[Cl:7])[N:15]1[CH:20]2[CH2:21][CH2:22][CH:16]1[CH2:17][C:18]([C:24]1[N:25]=[C:26]([N:1]3[CH2:6][CH2:5][NH:4][CH2:3][CH2:2]3)[CH:27]=[CH:28][N:29]=1)([OH:23])[CH2:19]2, predict the reactants needed to synthesize it. The reactants are: [NH:1]1[CH2:6][CH2:5][NH:4][CH2:3][CH2:2]1.[Cl:7][C:8]1[CH:13]=[CH:12][CH:11]=[CH:10][C:9]=1[CH:14]([C:31]1[CH:36]=[CH:35][CH:34]=[CH:33][C:32]=1[Cl:37])[N:15]1[CH:20]2[CH2:21][CH2:22][CH:16]1[CH2:17][C:18]([C:24]1[N:29]=[C:28](Cl)[CH:27]=[CH:26][N:25]=1)([OH:23])[CH2:19]2.